Dataset: B-cell epitopes from IEDB database with 3,159 antigens for binding position prediction. Task: Token-level Classification. Given an antigen amino acid sequence, predict which amino acid positions are active epitope sites capable of antibody binding. Output is a list of indices for active positions. (1) Given the antigen sequence: LPNIEACGYSDRVLQLTLGNSTITTQEAANSVVAYGRWPEYLRDSEANPVDQPTEPDVAACRFYTLDTVSWTKESRGWWWKLPDALRDMGLFGQNMYYHYLGRSGYTVHVQCNASKFHQGALGVFAVPEMCLAGDSNTTTMRTSYQNANPGEKGGTFTGTFTPDNNQTSPARRFCPVDYLLGNGTLLGNAFVFPHQIINLRTNNCATLVLPYVNSLSIDSMVKHNNWGIAILPLAPLNFASESSPEIPITLTIAPMCCEFNGLRNVTLPRLQGLPVMNTPGSNQYLTADNFQSPCALPEFDVTPPIDIPGEVKNMMELAEIDTMIPFDLSATKKNTMEMYRVRLSDKPHTDDPILCLSLSPASDPRLSHTMLGEILNYYTHWAGSLKCTFLFCGFMMATGKLLVLLEPTHQRSVRRRCWEQLLVHVIWDIGLQSSCTMVVPWISNTTYRQTIDDSFTEGGYISVFYQTRIVVPLSTPREMDILGFVSACNDFSVRLLRDT..., which amino acid positions are active epitope sites? The epitope positions are: [163, 164, 165, 166, 167, 168, 169]. The amino acids at these positions are: DNNQTSP. (2) The epitope positions are: [142, 143, 144, 145, 146, 147, 148]. The amino acids at these positions are: WTGVAQD. Given the antigen sequence: MKTIIALSYILCLVFAQKLPGNDNSTATLCLGHHAVPNGTLVKTITNDQIEVTNATELVQSSSTGRICDSPHRILDGKNCTLIDALLGDPHCDGFQNKEWDLFVERSKAYSNCYPYDVPDYASLRSLVASSGTLEFTNEGFNWTGVAQDGTSYACKRGSVKSFFSRLNWLHKLEYKYPALNVTMPNNDKFDKLYIWGVHHPSTDSDQTSIYVQASGRVTVSTKRSQQTVIPNIGSRPWVRGISSRISIYWTIVKPGDILLINSTGNLIAPRGYFKIRSGKSSIMRSDAPIGNCNSECITPNGSIPNDKPFQNVNRITYGACPRYVKQNTLKLATGMRNVPEKQTRGIFGAIAGFIENGWEGMV, which amino acid positions are active epitope sites? (3) Given the antigen sequence: GRAGPKGEQGPPGIPGPQGLPGVKGDKGSPGKTGPKGSTGDPGVHGLAGVKGEKGESGEPGPKGQQGIQGELGFPGPSGDAGSPGVRGYPGPPGPRGLLGERGVPGMPGQRGVAGRDAGDQHIIDVVLKMMQEQLAEVAVSAKRAALGGVGAMGPPGPPGPPGPPGEQGLHGPMGPRGVPGLLGAAGQIGNIGPKGKRGEKGERGDTGRGHPGMPGPPGIPGLPGIPGHALDGKDGERGPPGVPGDAGRPGSPGPAGLPGFCEPAACLGALPTPRHG, which amino acid positions are active epitope sites? The epitope positions are: [132, 133, 134, 135, 136, 137, 138, 139, 140, 141, 142, 143]. The amino acids at these positions are: EQLAEVAVSAKR. (4) The epitope positions are: [140, 141, 142, 143, 144, 145, 146, 147, 148, 149, 150, 151, 152, 153, 154]. The amino acids at these positions are: RSKLAAAILGGVDQI. Given the antigen sequence: MKPGFSPRGGGFGGRGGFGDRGGRGGRGGFGGGRGRGGGFRGRGRGGGGGGGGGGGGGRGGGGFHSGGNRGRGRGGKRGNQSGKNVMVEPHRHEGVFICRGKEDALVTKNLVPGESVYGEKRVSISEGDDKIEYRAWNPFRSKLAAAILGGVDQIHIKPGAKVLYLGAASGTTVSHVSDIVGPDGLVYAVEFSHRSGRDLINLAKKRTNIIPVIEDARHPHKYRMLIAMVDVIFADVAQPDQTRIVALNAHTFLRNGGHFVISIKANCIDSTASAEAVFASEVKKMQQENMKPQEQLTLEPYERDHAVVVGVYRPPPKVKN, which amino acid positions are active epitope sites? (5) Given the antigen sequence: MGSELETAMETLINVFHAHSGKEGDKYKLSKKELKELLQTELSGFLDAQKDVDAVDKVMKELDENGDGEVDFQEYVVLVAALTVACNNFFWENS, which amino acid positions are active epitope sites? The epitope positions are: [48, 49, 50, 51, 52, 53, 54, 55, 56, 57, 58, 59, 60, 61, 62]. The amino acids at these positions are: QKDVDAVDKVMKELD. (6) Given the antigen sequence: MAHRPPSPALASVLLALLLSGAARAAEIVGGHEAQPHSRPYMASLQMRGNPGSHFCGGTLIHPSFVLTAAHCLRDIPQRLVNVVLGAHNVRTQEPTQQHFSVAQVFLNNYDAENKLNDVLLIQLSSPANLSASVATVQLPQQDQPVPHGTQCLAMGWGRVGAHDPPAQVLQELNVTVVTFFCRPHNICTFVPRRKAGICFGDSGGPLICDGIIQGIDSFVIWGCATRLFPDFFTRVALYVDWIRSTLRRVEAKGRP, which amino acid positions are active epitope sites? The epitope positions are: [56, 57, 58, 59, 60, 61, 62, 63, 64, 65, 66, 67, 68, 69, 70]. The amino acids at these positions are: GGTLIHPSFVLTAAH. (7) The epitope positions are: [19, 20, 21, 22, 23, 24, 25]. The amino acids at these positions are: KRDGYIV. Given the antigen sequence: MNYLVMISLALLLMIGVESKRDGYIVYPNNCVYHCIPPCDGLCKKNGGSSGSCSFLVPSGLACWCKDLPDNVPIKDTSRKCTR, which amino acid positions are active epitope sites? (8) Given the antigen sequence: MHPTLSRRHLPIRGGKPKRLKIPLSFASIAWFLTLSITPQVNGKRLVDSPNSHKPLSLTWLLTDSGTGININSTQGEAPLGTWWPELYVCLRSVIPGLNDQATPPDVLRAYGFYVCPGPPNNEEYCGNPQDFFCKQWSCITSNDGNWKWPVSQQDRVSYSFVNNPTSYNQFNYGHGRWKDWQQRVQKDVRNKQISCHSLDLDYLKISFTEKGKQENIQKWVNGISWGIVYYGGSGRKKGSVLTIRLRIETQMEPPVAIGPNKGLAEQGPPIQEQRPSPNPSDYNTTSGSVPTEPNITIKTGAKLFSLIQGAFQALNSTTPEATSSCWLCLASGPPYYEGMARGGKFNVTKEHRDQCTWGSQNKLTLTEVSGKGTCIGMVPPSHQHLCNHTEAFNRTSESQYLVPGYDRWWACNTGLTPCVSTLVFNQTKDFCVMVQIVPRVYYYPEKAVLDEYDYRYNRPKREPISLTLAVMLGLGVAAGVGTGTAALITGPQQLEKGLS..., which amino acid positions are active epitope sites? The epitope positions are: [490, 491, 492, 493, 494, 495]. The amino acids at these positions are: GPQQLE.